Dataset: Reaction yield outcomes from USPTO patents with 853,638 reactions. Task: Predict the reaction yield, written as a fraction of the theoretical maximum amount of product (1.0 means a 100% yield; for example, 0.34 means a 34% yield). (1) The reactants are [N:1]1[C:10]2[C:9](=O)[CH2:8][CH2:7][CH2:6][C:5]=2[CH:4]=[CH:3][CH:2]=1.Cl.[NH2:13][OH:14]. No catalyst specified. The product is [N:1]1[C:10]2[C:9](=[N:13][OH:14])[CH2:8][CH2:7][CH2:6][C:5]=2[CH:4]=[CH:3][CH:2]=1. The yield is 0.960. (2) The reactants are Cl.[NH:2]1[C:10]2[CH:9]=[CH:8][CH:7]=[C:6]([C:11]([O:13][CH3:14])=[O:12])[C:5]=2[CH:4]=[CH:3]1.[N:15]([O-])=O.[Na+].[OH2:19]. No catalyst specified. The product is [CH:3]([C:4]1[C:5]2[C:6]([C:11]([O:13][CH3:14])=[O:12])=[CH:7][CH:8]=[CH:9][C:10]=2[NH:2][N:15]=1)=[O:19]. The yield is 0.350.